Dataset: Full USPTO retrosynthesis dataset with 1.9M reactions from patents (1976-2016). Task: Predict the reactants needed to synthesize the given product. Given the product [CH:1]([C:4]1[CH:9]=[C:8]([C:24]2([C:21]3[CH:22]=[CH:23][C:18]([OH:30])=[C:19]([CH:7]([CH3:8])[CH3:6])[CH:20]=3)[CH2:29][CH2:28][C:27]([C:27]3[CH2:28][CH2:29][C:24]([C:21]4[CH:22]=[CH:23][C:18]([OH:30])=[C:19]([CH:4]([CH3:9])[CH3:5])[CH:20]=4)([C:14]4[CH:15]=[CH:16][C:11]([OH:17])=[C:12]([CH:1]([CH3:3])[CH3:2])[CH:13]=4)[CH2:25][CH:26]=3)=[CH:26][CH2:25]2)[CH:7]=[CH:6][C:5]=1[OH:10])([CH3:3])[CH3:2], predict the reactants needed to synthesize it. The reactants are: [CH:1]([C:4]1[CH:9]=[CH:8][CH:7]=[CH:6][C:5]=1[OH:10])([CH3:3])[CH3:2].[C:11]1([OH:17])[CH:16]=[CH:15][CH:14]=[CH:13][CH:12]=1.[C:18]1(=[O:30])[CH2:23][CH2:22][CH:21]([CH:24]2[CH2:29][CH2:28][CH2:27][CH2:26][CH2:25]2)[CH2:20][CH2:19]1.